This data is from Full USPTO retrosynthesis dataset with 1.9M reactions from patents (1976-2016). The task is: Predict the reactants needed to synthesize the given product. (1) Given the product [CH2:10]([O:8][C:4]1[CH:5]=[N:6][CH:7]=[C:2]([Br:1])[CH:3]=1)[C:11]1[CH:16]=[CH:15][CH:14]=[CH:13][CH:12]=1, predict the reactants needed to synthesize it. The reactants are: [Br:1][C:2]1[CH:3]=[C:4]([OH:8])[CH:5]=[N:6][CH:7]=1.Br[CH2:10][C:11]1[CH:16]=[CH:15][CH:14]=[CH:13][CH:12]=1.C(=O)([O-])[O-].[K+].[K+]. (2) Given the product [Br:1][C:2]1[CH:7]=[CH:6][CH:5]=[CH:4][C:3]=1[CH:8]([C:9]1[NH:14][CH2:13][CH2:12][N:10]=1)[CH3:11], predict the reactants needed to synthesize it. The reactants are: [Br:1][C:2]1[CH:7]=[CH:6][CH:5]=[CH:4][C:3]=1[CH:8]([CH3:11])[C:9]#[N:10].[CH2:12](N)[CH2:13][NH2:14]. (3) Given the product [C:1]1([CH2:7][CH2:8][C:9]([N:11]2[CH2:16][CH2:15][CH:14]([NH2:24])[CH2:13][CH2:12]2)=[O:10])[CH:6]=[CH:5][CH:4]=[CH:3][CH:2]=1, predict the reactants needed to synthesize it. The reactants are: [C:1]1([CH2:7][CH2:8][C:9]([N:11]2[CH2:16][CH2:15][C:14](=O)[CH2:13][CH2:12]2)=[O:10])[CH:6]=[CH:5][CH:4]=[CH:3][CH:2]=1.C([O-])(=O)C.[NH4+].C([BH3-])#[N:24].[Na+]. (4) Given the product [N:1]1([C:6]2[CH:7]=[C:8]([C:17]3[O:21][N:20]=[C:19]([C:22]4[CH:30]=[CH:29][C:28]5[NH:27][C:26]6[CH:31]([CH2:34][C:35]([OH:37])=[O:36])[CH2:32][CH2:33][C:25]=6[C:24]=5[CH:23]=4)[N:18]=3)[CH:9]=[C:10]([O:12][C:13]([F:15])([F:14])[F:16])[CH:11]=2)[CH2:2][CH2:3][CH2:4][CH2:5]1, predict the reactants needed to synthesize it. The reactants are: [N:1]1([C:6]2[CH:7]=[C:8]([C:17]3[O:21][N:20]=[C:19]([C:22]4[CH:30]=[CH:29][C:28]5[NH:27][C:26]6[CH:31]([CH2:34][C:35]([O:37]CC)=[O:36])[CH2:32][CH2:33][C:25]=6[C:24]=5[CH:23]=4)[N:18]=3)[CH:9]=[C:10]([O:12][C:13]([F:16])([F:15])[F:14])[CH:11]=2)[CH2:5][CH2:4][CH2:3][CH2:2]1.[OH-].[Na+]. (5) Given the product [Cl:1][C:2]1[CH:3]=[C:4]2[C:9](=[CH:10][C:11]=1[C:12]([N:70]1[CH2:71][CH2:72][CH2:73][CH2:74][CH:69]1[C:65]1[CH:64]=[N:63][CH:68]=[CH:67][CH:66]=1)=[O:13])[N:8]=[CH:7][N:6]=[C:5]2[NH:15][CH:16]([C:18]1[NH:22][C:21]2[CH:23]=[CH:24][C:25]([Cl:27])=[CH:26][C:20]=2[N:19]=1)[CH3:17], predict the reactants needed to synthesize it. The reactants are: [Cl:1][C:2]1[CH:3]=[C:4]2[C:9](=[CH:10][C:11]=1[C:12](O)=[O:13])[N:8]=[CH:7][N:6]=[C:5]2[NH:15][CH:16]([C:18]1[NH:22][C:21]2[CH:23]=[CH:24][C:25]([Cl:27])=[CH:26][C:20]=2[N:19]=1)[CH3:17].FC1C(OC(N(C)C)=[N+](C)C)=C(F)C(F)=C(F)C=1F.F[P-](F)(F)(F)(F)F.C(N(C(C)C)CC)(C)C.[N:63]1[CH:68]=[CH:67][CH:66]=[C:65]([CH:69]2[CH2:74][CH2:73][CH2:72][CH2:71][NH:70]2)[CH:64]=1. (6) Given the product [O:13]=[C:12]1[CH:11]=[CH:10][N:9]([C:14]2[CH:15]=[CH:16][C:17]([O:20][C:21]([F:23])([F:22])[F:24])=[CH:18][CH:19]=2)[N:8]=[C:7]1[C:5]1[N:26]([C:28]2[CH:29]=[C:30]([NH:34][C:35](=[O:37])[CH3:36])[CH:31]=[CH:32][CH:33]=2)[N:27]=[CH:3][CH:4]=1, predict the reactants needed to synthesize it. The reactants are: CN(C)/[CH:3]=[CH:4]/[C:5]([C:7]1[C:12](=[O:13])[CH:11]=[CH:10][N:9]([C:14]2[CH:19]=[CH:18][C:17]([O:20][C:21]([F:24])([F:23])[F:22])=[CH:16][CH:15]=2)[N:8]=1)=O.[NH:26]([C:28]1[CH:29]=[C:30]([NH:34][C:35](=[O:37])[CH3:36])[CH:31]=[CH:32][CH:33]=1)[NH2:27]. (7) Given the product [C:4]([CH2:6][CH:7]1[C:13]2[CH:14]=[C:15]([Cl:18])[CH:16]=[CH:17][C:12]=2[N:11]([C:19](=[O:32])[C:20]2[CH:25]=[CH:24][C:23]([CH:26]3[CH2:27][CH2:28][CH2:29][CH2:30][CH2:31]3)=[CH:22][CH:21]=2)[CH2:10][CH2:9][CH2:8]1)([OH:5])=[O:3], predict the reactants needed to synthesize it. The reactants are: C([O:3][C:4]([CH2:6][CH:7]1[C:13]2[CH:14]=[C:15]([Cl:18])[CH:16]=[CH:17][C:12]=2[N:11]([C:19](=[O:32])[C:20]2[CH:25]=[CH:24][C:23]([CH:26]3[CH2:31][CH2:30][CH2:29][CH2:28][CH2:27]3)=[CH:22][CH:21]=2)[CH2:10][CH2:9][CH2:8]1)=[O:5])C.[OH-].[Na+].Cl.